This data is from Forward reaction prediction with 1.9M reactions from USPTO patents (1976-2016). The task is: Predict the product of the given reaction. (1) Given the reactants [H-].[Na+].C1OCCOCCOCCOCCOC1.[F:18][C:19]1[C:20]([CH2:31][N:32]([CH3:40])[C:33](=[O:39])[O:34][C:35]([CH3:38])([CH3:37])[CH3:36])=[CH:21][NH:22][C:23]=1[C:24]1[C:25]([F:30])=[N:26][CH:27]=[CH:28][CH:29]=1.[Cl:41][C:42]1[C:47]([S:48](Cl)(=[O:50])=[O:49])=[CH:46][CH:45]=[CH:44][N:43]=1, predict the reaction product. The product is: [Cl:41][C:42]1[C:47]([S:48]([N:22]2[C:23]([C:24]3[C:25]([F:30])=[N:26][CH:27]=[CH:28][CH:29]=3)=[C:19]([F:18])[C:20]([CH2:31][N:32]([CH3:40])[C:33](=[O:39])[O:34][C:35]([CH3:36])([CH3:37])[CH3:38])=[CH:21]2)(=[O:50])=[O:49])=[CH:46][CH:45]=[CH:44][N:43]=1. (2) The product is: [CH3:3][O:4][C:5]([C:7]1[C:12]([NH2:13])=[N:11][C:10]([O:18][CH3:17])=[CH:9][N:8]=1)=[O:6]. Given the reactants [H-].[Na+].[CH3:3][O:4][C:5]([C:7]1[C:12]([NH2:13])=[N:11][C:10](Cl)=[CH:9][N:8]=1)=[O:6].[NH4+].[Cl-].[CH3:17][OH:18], predict the reaction product. (3) Given the reactants C(O)C.[C:4]1([C:10](=O)[C:11](=O)[CH3:12])[CH:9]=[CH:8][CH:7]=[CH:6][CH:5]=1.[CH2:15]([NH2:18])[CH2:16][NH2:17].[OH-].[K+].[CH3:21][C:22]([CH3:24])=O, predict the reaction product. The product is: [CH:22]([C:16]1[N:17]=[C:11]([CH3:12])[C:10]([C:4]2[CH:9]=[CH:8][CH:7]=[CH:6][CH:5]=2)=[N:18][CH:15]=1)([CH3:24])[CH3:21].